This data is from Full USPTO retrosynthesis dataset with 1.9M reactions from patents (1976-2016). The task is: Predict the reactants needed to synthesize the given product. Given the product [N:30]1([C:2]2[CH:29]=[CH:28][C:5]([CH2:6][N:7]3[C:15]4[C:10](=[CH:11][CH:12]=[CH:13][CH:14]=4)[C:9]4([CH2:19][O:18][C:17]5[CH:20]=[C:21]6[C:25](=[CH:26][C:16]4=5)[CH2:24][CH2:23][O:22]6)[C:8]3=[O:27])=[CH:4][CH:3]=2)[CH2:35][CH2:34][O:33][CH2:32][CH2:31]1, predict the reactants needed to synthesize it. The reactants are: Br[C:2]1[CH:29]=[CH:28][C:5]([CH2:6][N:7]2[C:15]3[C:10](=[CH:11][CH:12]=[CH:13][CH:14]=3)[C:9]3([CH2:19][O:18][C:17]4[CH:20]=[C:21]5[C:25](=[CH:26][C:16]3=4)[CH2:24][CH2:23][O:22]5)[C:8]2=[O:27])=[CH:4][CH:3]=1.[NH:30]1[CH2:35][CH2:34][O:33][CH2:32][CH2:31]1.C(=O)([O-])[O-].[Cs+].[Cs+].